This data is from Forward reaction prediction with 1.9M reactions from USPTO patents (1976-2016). The task is: Predict the product of the given reaction. (1) Given the reactants O=C1C2C(=CC=CC=2)C(=O)[N:3]1[CH2:12][CH2:13][N:14]1[C:23]2[C:18](=[N:19][CH:20]=[C:21]([CH2:24][C:25]3[CH:30]=[CH:29][C:28]([F:31])=[CH:27][CH:26]=3)[CH:22]=2)[C:17]([OH:32])=[C:16]([C:33](OCC)=[O:34])[C:15]1=[O:38].[NH2:39][CH2:40][CH2:41][O:42][CH2:43][CH2:44][OH:45].NN, predict the reaction product. The product is: [NH2:3][CH2:12][CH2:13][N:14]1[C:23]2[C:18](=[N:19][CH:20]=[C:21]([CH2:24][C:25]3[CH:26]=[CH:27][C:28]([F:31])=[CH:29][CH:30]=3)[CH:22]=2)[C:17]([OH:32])=[C:16]([C:33]([NH:39][CH2:40][CH2:41][O:42][CH2:43][CH2:44][OH:45])=[O:34])[C:15]1=[O:38]. (2) The product is: [CH3:43][C:37](=[CH2:38])[CH2:42][NH:24][C:14](=[O:20])[O:7][CH2:6][C:5]1[CH:8]=[CH:9][C:2]([Cl:1])=[CH:3][CH:4]=1. Given the reactants [Cl:1][C:2]1[CH:9]=[CH:8][C:5]([CH2:6][OH:7])=[CH:4][CH:3]=1.ClC(Cl)(O[C:14](=[O:20])OC(Cl)(Cl)Cl)Cl.C([N:24](C(C)C)C(C)C)C.C(=O)([O-])[O-].[Na+].[Na+].[C:37]1([CH3:43])[CH:42]=CC=C[CH:38]=1, predict the reaction product.